Task: Predict the product of the given reaction.. Dataset: Forward reaction prediction with 1.9M reactions from USPTO patents (1976-2016) (1) Given the reactants C[O:2][C:3](=[O:13])[CH2:4][NH:5][C:6]1[CH:11]=[CH:10][CH:9]=[C:8]([Cl:12])[CH:7]=1.[OH-].[Na+].CCO, predict the reaction product. The product is: [Cl:12][C:8]1[CH:7]=[C:6]([NH:5][CH2:4][C:3]([OH:13])=[O:2])[CH:11]=[CH:10][CH:9]=1. (2) The product is: [CH2:21]([NH:28][C:4]([C:1]1([C:7]([OH:9])=[O:8])[CH2:3][CH2:2]1)=[O:5])[C:22]1[CH:27]=[CH:26][CH:25]=[CH:24][CH:23]=1. Given the reactants [C:1]1([C:7]([OH:9])=[O:8])([C:4](O)=[O:5])[CH2:3][CH2:2]1.C(N(CC)CC)C.S(Cl)(Cl)=O.[CH2:21]([NH2:28])[C:22]1[CH:27]=[CH:26][CH:25]=[CH:24][CH:23]=1, predict the reaction product. (3) Given the reactants [CH2:1]([O:8][C@@H:9]1[C@H:12]([C@H:13]2[CH2:17][O:16]C(C)(C)[O:14]2)[N:11]([C:20]2[CH:25]=[CH:24][C:23]([O:26][CH3:27])=[CH:22][CH:21]=2)[C:10]1=[O:28])[C:2]1[CH:7]=[CH:6][CH:5]=[CH:4][CH:3]=1.[CH3:29][Si]([N-][Si](C)(C)C)(C)C.[Li+].CI.[Cl-].[NH4+], predict the reaction product. The product is: [CH2:1]([O:8][C@:9]1([CH3:29])[C@H:12]([C@H:13]([OH:14])[CH2:17][OH:16])[N:11]([C:20]2[CH:25]=[CH:24][C:23]([O:26][CH3:27])=[CH:22][CH:21]=2)[C:10]1=[O:28])[C:2]1[CH:3]=[CH:4][CH:5]=[CH:6][CH:7]=1. (4) Given the reactants O.[OH-].[Li+].[O:4]([C:11]1[N:16]=[CH:15][C:14]([C:17]2[NH:21][N:20]=[C:19]([C:22]([O:24]CC)=[O:23])[CH:18]=2)=[CH:13][N:12]=1)[C:5]1[CH:10]=[CH:9][CH:8]=[CH:7][CH:6]=1, predict the reaction product. The product is: [O:4]([C:11]1[N:12]=[CH:13][C:14]([C:17]2[NH:21][N:20]=[C:19]([C:22]([OH:24])=[O:23])[CH:18]=2)=[CH:15][N:16]=1)[C:5]1[CH:10]=[CH:9][CH:8]=[CH:7][CH:6]=1. (5) Given the reactants C[O:2][C:3](=O)[CH:4]([N:8]1[CH2:13][CH2:12][CH:11]([O:14][Si:15]([C:28]([CH3:31])([CH3:30])[CH3:29])([C:22]2[CH:27]=[CH:26][CH:25]=[CH:24][CH:23]=2)[C:16]2[CH:21]=[CH:20][CH:19]=[CH:18][CH:17]=2)[CH2:10][CH2:9]1)[CH2:5][C:6]#[N:7].[BH4-].[Na+].[OH-].[NH4+], predict the reaction product. The product is: [C:28]([Si:15]([C:22]1[CH:27]=[CH:26][CH:25]=[CH:24][CH:23]=1)([C:16]1[CH:21]=[CH:20][CH:19]=[CH:18][CH:17]=1)[O:14][CH:11]1[CH2:10][CH2:9][N:8]([CH:4]2[CH2:5][CH2:6][NH:7][C:3]2=[O:2])[CH2:13][CH2:12]1)([CH3:30])([CH3:31])[CH3:29]. (6) Given the reactants [CH2:1](N(CC)CC)[CH3:2].CCl.[NH2:10][C@H:11]([C:14]([OH:16])=[O:15])[CH2:12][OH:13].Cl.[CH2:18](OC(=N)C)C, predict the reaction product. The product is: [CH3:1][C:2]1[O:13][CH2:12][CH:11]([C:14]([O:16][CH3:18])=[O:15])[N:10]=1. (7) Given the reactants [CH2:1]([O:8][C:9]1[N:14]=[C:13]([NH2:15])[C:12]([N+:16]([O-])=O)=[CH:11][CH:10]=1)[C:2]1[CH:7]=[CH:6][CH:5]=[CH:4][CH:3]=1, predict the reaction product. The product is: [CH2:1]([O:8][C:9]1[N:14]=[C:13]([NH2:15])[C:12]([NH2:16])=[CH:11][CH:10]=1)[C:2]1[CH:3]=[CH:4][CH:5]=[CH:6][CH:7]=1. (8) Given the reactants FC(F)(F)C(O)=O.[NH:8]1[C:12]2[CH:13]=[CH:14][CH:15]=[CH:16][C:11]=2[N:10]=[C:9]1[CH2:17][N:18]([CH2:29][C:30]1[CH:35]=[CH:34][C:33](N)=[CH:32][CH:31]=1)[CH:19]1[C:28]2[N:27]=[CH:26][CH:25]=[CH:24][C:23]=2[CH2:22][CH2:21][CH2:20]1.[N:37]1C=CC=CC=1S(Cl)(=O)=O.[CH3:47][N:48]([CH:50]=O)[CH3:49], predict the reaction product. The product is: [NH:10]1[C:11]2[CH:16]=[CH:15][CH:14]=[CH:13][C:12]=2[N:8]=[C:9]1[CH2:17][N:18]([CH2:29][C:30]1[CH:35]=[CH:34][CH:33]=[CH:32][C:31]=1[N:37]=[CH:50][N:48]([CH3:49])[CH3:47])[CH:19]1[C:28]2[N:27]=[CH:26][CH:25]=[CH:24][C:23]=2[CH2:22][CH2:21][CH2:20]1. (9) Given the reactants [Si:1]([O:8][C@@H:9]([C:25]1[CH:30]=[CH:29][CH:28]=[CH:27][C:26]=1[C:31]1[CH:36]=[CH:35][C:34]([Cl:37])=[CH:33][CH:32]=1)[CH:10]1[CH2:15][CH2:14][N:13]([C:16]2[CH:24]=[CH:23][C:19]([C:20](O)=[O:21])=[CH:18][CH:17]=2)[CH2:12][CH2:11]1)([C:4]([CH3:7])([CH3:6])[CH3:5])([CH3:3])[CH3:2].[Si:38]([O:55][CH2:56][CH2:57][N:58]1[CH2:63][CH2:62][N:61]([CH2:64][CH2:65][C@@H:66]([NH:75][C:76]2[CH:81]=[CH:80][C:79]([S:82]([NH2:85])(=[O:84])=[O:83])=[CH:78][C:77]=2[S:86]([C:89]([F:92])([F:91])[F:90])(=[O:88])=[O:87])[CH2:67][S:68][C:69]2[CH:74]=[CH:73][CH:72]=[CH:71][CH:70]=2)[CH2:60][CH2:59]1)([C:51]([CH3:54])([CH3:53])[CH3:52])([C:45]1[CH:50]=[CH:49][CH:48]=[CH:47][CH:46]=1)[C:39]1[CH:44]=[CH:43][CH:42]=[CH:41][CH:40]=1.C(Cl)CCl, predict the reaction product. The product is: [Si:1]([O:8][C@@H:9]([C:25]1[CH:30]=[CH:29][CH:28]=[CH:27][C:26]=1[C:31]1[CH:36]=[CH:35][C:34]([Cl:37])=[CH:33][CH:32]=1)[CH:10]1[CH2:15][CH2:14][N:13]([C:16]2[CH:24]=[CH:23][C:19]([C:20]([NH:85][S:82]([C:79]3[CH:80]=[CH:81][C:76]([NH:75][C@H:66]([CH2:65][CH2:64][N:61]4[CH2:62][CH2:63][N:58]([CH2:57][CH2:56][O:55][Si:38]([C:51]([CH3:52])([CH3:53])[CH3:54])([C:45]5[CH:46]=[CH:47][CH:48]=[CH:49][CH:50]=5)[C:39]5[CH:44]=[CH:43][CH:42]=[CH:41][CH:40]=5)[CH2:59][CH2:60]4)[CH2:67][S:68][C:69]4[CH:74]=[CH:73][CH:72]=[CH:71][CH:70]=4)=[C:77]([S:86]([C:89]([F:90])([F:92])[F:91])(=[O:87])=[O:88])[CH:78]=3)(=[O:83])=[O:84])=[O:21])=[CH:18][CH:17]=2)[CH2:12][CH2:11]1)([C:4]([CH3:7])([CH3:6])[CH3:5])([CH3:3])[CH3:2]. (10) Given the reactants CC1(C)C(C)(C)[O:5][B:4]([C:9]2[CH:19]=[CH:18][C:12]3[O:13][CH2:14][C:15](=[O:17])[NH:16][C:11]=3[CH:10]=2)[O:3]1.C1(B(O)O)C=CC=CC=1.Cl, predict the reaction product. The product is: [O:17]=[C:15]1[CH2:14][O:13][C:12]2[CH:18]=[CH:19][C:9]([B:4]([OH:5])[OH:3])=[CH:10][C:11]=2[NH:16]1.